Dataset: Drug-target binding data from BindingDB using IC50 measurements. Task: Regression. Given a target protein amino acid sequence and a drug SMILES string, predict the binding affinity score between them. We predict pIC50 (pIC50 = -log10(IC50 in M); higher means more potent). Dataset: bindingdb_ic50. (1) The compound is Cc1nn(C2CCCCC2)c2sc(C(=O)NC3CCN(C4CCOCC4)CC3)cc12. The target protein sequence is MTAKNSPKEFTASESEVCIKTFKEQMRLELELPKLPGNRPTSPKISPRSSPRNSPCFFRKLLVNKSIRQRRRFTVAHTCFDVENGPSPGRSPLDPQAGSSSGLVLHAAFPGHSQRRESFLYRSDSDYDLSPKAMSRNSSLPSEQHGDDLIVTPFAQVLASLRSVRNNFTLLTNLHGAPNKRSPAASQAPVSRVSLQEESYQKLAMETLEELDWCLDQLETIQTYRSVSEMASNKFKRMLNRELTHLSEMSRSGNQVSEYISNTFLDKQNDVEIPSPTQKDREKKKKQQLMTQISGVKKLMHSSSLNNTSISRFGVNTENEDHLAKELEDLNKWGLNIFNVAGYSHNRPLTCIMYAIFQERDLLKTFKISSDTFVTYMMTLEDHYHSDVAYHNSLHAADVAQSTHVLLSTPALDAVFTDLEILAAIFAAAIHDVDHPGVSNQFLINTNSELALMYNDESVLENHHLAVGFKLLQEEHCDIFQNLTKKQRQTLRKMVIDMVL.... The pIC50 is 5.1. (2) The small molecule is CC(C)Oc1ccc2[nH]nc(-c3cc(N4CCN(C(C)C)CC4)ncn3)c2c1. The target protein sequence is HSDSISSLASEREYITSLDLSANELRDIDALSQKCCISVHLEHLEKLELHQNALTSFPQQLCETLKSLTHLDLHSNKFTSFPSYLLKMSCIANLDVSRNDIGPSVVLDPTVKCPTLKQFNLSYNQLSFVPENLTDVVEKLEQLILEGNKISGICSPLRLKELKILNLSKNHISSLSENFLEACPKVESFSARMNFLAAMPFLPPSMTILKLSQNKFSCIPEAILNLPHLRSLDMSSNDIQYLPGPAHWKSLNLRELLFSHNQISILDLSEKAYLWSRVEKLHLSHNKLKEIPPEIGCLENLTSLDVSYNLELRSFPNEMGKLSKIWDLPLDELHLNFDFKHIGCKAKDIIRFLQQRLKKAVPYNRMKLMIVGNTGSGKTTLLQQLMKTKKSDLGMQSATVGIDVKDWPIQIRDKRKRDLVLNVWDFAGREEFYSTHPHFMTQRALYLAVYDLSKGQAEVDAMKPWLFNIKARASSSPVILVGTHLDVSDEKQRKACMSKI.... The pIC50 is 8.1. (3) The drug is O=c1c2cc(O)c(O)cc2oc2cc(O)c(O[C@@H]3O[C@H](CO)[C@@H](O)[C@H](O)[C@H]3O)c(O)c12. The target protein (Q9Y5K5) has sequence MTGNAGEWCLMESDPGVFTELIKGFGCRGAQVEEIWSLEPENFEKLKPVHGLIFLFKWQPGEEPAGSVVQDSRLDTIFFAKQVINNACATQAIVSVLLNCTHQDVHLGETLSEFKEFSQSFDAAMKGLALSNSDVIRQVHNSFARQQMFEFDTKTSAKEEDAFHFVSYVPVNGRLYELDGLREGPIDLGACNQDDWISAVRPVIEKRIQKYSEGEIRFNLMAIVSDRKMIYEQKIAELQRQLAEEEPMDTDQGNSMLSAIQSEVAKNQMLIEEEVQKLKRYKIENIRRKHNYLPFIMELLKTLAEHQQLIPLVEKAKEKQNAKKAQETK. The pIC50 is 4.5. (4) The compound is CN1CCN(Cc2ccc3nc(C(=O)c4ccnc(-c5cncc6ccccc56)c4)[nH]c3c2)CC1. The target protein sequence is HFVALKSVRVPNGGGAGGGLPISTVREVALLRRLEAFEHPNVVRLMDVCATSRTDREIKVTLVFEHVDQDLRTYLDKAPPPGLPAETIKDLMCQFLRGLDFLHANCIVHRDLKPENILVTSSGTVKLADFGLARIYSYQMALTPVVVTLWYRAPEVLLQSTYATPVDMWSAGCIFAEMFRRKPLFCGNS. The pIC50 is 7.6. (5) The compound is CC(C)=CCC/C(C)=C/CC/C(C)=C/CCC1OC1(C)CC/C=C(\C)CC[C@@H]1OC1(C)C. The target protein (P52020) has sequence MWTFLGIATFTYFYKKCGDVTLANKELLLCVLVFLSLGLVLSYRCRHRNGGLLGRHQSGSQFAAFSDILSALPLIGFFWAKSPPESEKKEQLESKRRRKEVNLSETTLTGAATSVSTSSVTDPEVIIIGSGVLGSALATVLSRDGRTVTVIERDLKEPDRILGECLQPGGYRVLRELGLGDTVESLNAHHIHGYVIHDCESRSEVQIPYPVSENNQVQSGVAFHHGKFIMSLRKAAMAEPNVKFIEGVVLRLLEEDDAVIGVQYKDKETGDTKELHAPLTVVADGLFSKFRKNLISNKVSVSSHFVGFIMKDAPQFKANFAELVLVDPSPVLIYQISPSETRVLVDIRGELPRNLREYMTEQIYPQIPDHLKESFLEACQNARLRTMPASFLPPSSVNKRGVLLLGDAYNLRHPLTGGGMTVALKDIKIWRQLLKDIPDLYDDAAIFQAKKSFFWSRKRSHSFVVNVLAQALYELFSATDDSLRQLRKACFLYFKLGGEC.... The pIC50 is 4.9.